This data is from Merck oncology drug combination screen with 23,052 pairs across 39 cell lines. The task is: Regression. Given two drug SMILES strings and cell line genomic features, predict the synergy score measuring deviation from expected non-interaction effect. (1) Drug 1: O=S1(=O)NC2(CN1CC(F)(F)F)C1CCC2Cc2cc(C=CCN3CCC(C(F)(F)F)CC3)ccc2C1. Drug 2: Cn1nnc2c(C(N)=O)ncn2c1=O. Cell line: MDAMB436. Synergy scores: synergy=5.87. (2) Drug 1: CN1C(=O)C=CC2(C)C3CCC4(C)C(NC(=O)OCC(F)(F)F)CCC4C3CCC12. Drug 2: CC(C)CC(NC(=O)C(Cc1ccccc1)NC(=O)c1cnccn1)B(O)O. Cell line: PA1. Synergy scores: synergy=9.58.